The task is: Predict the reaction yield, written as a fraction of the theoretical maximum amount of product (1.0 means a 100% yield; for example, 0.34 means a 34% yield).. This data is from Reaction yield outcomes from USPTO patents with 853,638 reactions. (1) The reactants are Br[C:2]1[CH:7]=[CH:6][C:5]([OH:8])=[CH:4][C:3]=1[CH2:9][N:10]1[CH2:15][CH2:14][O:13][CH2:12][CH2:11]1.C([Li])(C)(C)C.[B:21](OC(C)C)([O:26]C(C)C)[O:22]C(C)C.[NH4+].[Cl-]. The catalyst is C1COCC1.C(OCC)(=O)C. The product is [OH:8][C:5]1[CH:6]=[CH:7][C:2]([B:21]([OH:26])[OH:22])=[C:3]([CH2:9][N:10]2[CH2:15][CH2:14][O:13][CH2:12][CH2:11]2)[CH:4]=1. The yield is 0.970. (2) The catalyst is C1COCC1.CO.O. The product is [F:1][C:2]1[CH:3]=[C:4]([CH:45]=[CH:46][CH:47]=1)[CH2:5][N:6]1[CH:10]=[C:9]([C:11]2[C:19]3[C:14](=[N:15][CH:16]=[C:17]([C:20]4[CH:21]=[CH:22][C:23]([O:33][CH3:34])=[C:24]([NH:26][S:27]([CH:30]5[CH2:31][CH2:32]5)(=[O:29])=[O:28])[CH:25]=4)[CH:18]=3)[NH:13][CH:12]=2)[CH:8]=[N:7]1. The yield is 0.0819. The reactants are [F:1][C:2]1[CH:3]=[C:4]([CH:45]=[CH:46][CH:47]=1)[CH2:5][N:6]1[CH:10]=[C:9]([C:11]2[C:19]3[C:14](=[N:15][CH:16]=[C:17]([C:20]4[CH:21]=[CH:22][C:23]([O:33][CH3:34])=[C:24]([NH:26][S:27]([CH:30]5[CH2:32][CH2:31]5)(=[O:29])=[O:28])[CH:25]=4)[CH:18]=3)[N:13](S(C3C=CC(C)=CC=3)(=O)=O)[CH:12]=2)[CH:8]=[N:7]1.[OH-].[Li+]. (3) The reactants are [C:1]([C:3]1[CH:8]=[CH:7][CH:6]=[CH:5][C:4]=1[C:9]1[CH:14]=[CH:13][C:12]([CH2:15][C:16]2[C:17](=[O:42])[N:18]([C@H:29]3[CH2:34][CH2:33][C@H:32]([O:35][CH2:36]C(OCC)=O)[CH2:31][CH2:30]3)[C:19]3[N:20]([N:25]=[C:26]([CH3:28])[N:27]=3)[C:21]=2[CH2:22][CH2:23][CH3:24])=[CH:11][C:10]=1[CH3:43])#[N:2].C[Mg]Br.Cl. The catalyst is O1CCCC1. The product is [OH:35][C:32]([CH3:33])([CH3:31])[CH2:36][O:35][C@H:32]1[CH2:31][CH2:30][C@H:29]([N:18]2[C:17](=[O:42])[C:16]([CH2:15][C:12]3[CH:13]=[CH:14][C:9]([C:4]4[C:3]([C:1]#[N:2])=[CH:8][CH:7]=[CH:6][CH:5]=4)=[C:10]([CH3:43])[CH:11]=3)=[C:21]([CH2:22][CH2:23][CH3:24])[N:20]3[N:25]=[C:26]([CH3:28])[N:27]=[C:19]23)[CH2:34][CH2:33]1. The yield is 0.590. (4) The reactants are [CH2:1]([N:8]1[CH2:13][CH2:12][N:11]([C:14]2[C:22]3[O:21][C:20]([C:23]([O-])=[O:24])=[CH:19][C:18]=3[CH:17]=[C:16]([F:26])[CH:15]=2)[CH2:10][CH2:9]1)[C:2]1[CH:7]=[CH:6][CH:5]=[CH:4][CH:3]=1.[Li+].F[B-](F)(F)F.[C:33]1(=O)[N:37](OC(N(C)C)=[N+](C)C)[C:36](=O)CC1.C(N(CC)CC)C.Cl.CNC. The catalyst is CN(C)C=O. The product is [CH2:1]([N:8]1[CH2:13][CH2:12][N:11]([C:14]2[C:22]3[O:21][C:20]([C:23]([N:37]([CH3:33])[CH3:36])=[O:24])=[CH:19][C:18]=3[CH:17]=[C:16]([F:26])[CH:15]=2)[CH2:10][CH2:9]1)[C:2]1[CH:7]=[CH:6][CH:5]=[CH:4][CH:3]=1. The yield is 0.680. (5) The reactants are [F:1][C:2]1[CH:7]=[C:6]([I:8])[CH:5]=[CH:4][C:3]=1[NH:9][C:10]1[CH2:14][S:13][CH2:12][C:11]=1[C:15]([O:17][CH3:18])=[O:16].ClC1C(=O)C(Cl)=C(Cl)C(=O)C=1Cl. The catalyst is C1(C)C=CC=CC=1. The product is [F:1][C:2]1[CH:7]=[C:6]([I:8])[CH:5]=[CH:4][C:3]=1[NH:9][C:10]1[C:11]([C:15]([O:17][CH3:18])=[O:16])=[CH:12][S:13][CH:14]=1. The yield is 0.620. (6) The reactants are [CH3:1][N:2]1[C:6]2=[N:7][CH:8]=[CH:9][C:10]([N:11]3[CH2:16][CH2:15][CH:14]([C:17]([N:19]4[CH2:24][CH2:23][O:22][CH2:21][CH2:20]4)=[O:18])[CH2:13][CH2:12]3)=[C:5]2[C:4]([CH:25]=O)=[CH:3]1.[OH:27][C:28]1[C:33]2[C:34](=[O:37])[CH2:35][O:36][C:32]=2[CH:31]=[CH:30][CH:29]=1. The catalyst is Cl.CCO. The product is [OH:27][C:28]1[C:33]2[C:34](=[O:37])/[C:35](=[CH:25]/[C:4]3[C:5]4[C:6](=[N:7][CH:8]=[CH:9][C:10]=4[N:11]4[CH2:16][CH2:15][CH:14]([C:17]([N:19]5[CH2:24][CH2:23][O:22][CH2:21][CH2:20]5)=[O:18])[CH2:13][CH2:12]4)[N:2]([CH3:1])[CH:3]=3)/[O:36][C:32]=2[CH:31]=[CH:30][CH:29]=1. The yield is 0.670.